Dataset: Reaction yield outcomes from USPTO patents with 853,638 reactions. Task: Predict the reaction yield, written as a fraction of the theoretical maximum amount of product (1.0 means a 100% yield; for example, 0.34 means a 34% yield). (1) The reactants are [Si]([O:8][CH2:9][C:10]1[N:15]=[C:14]([C:16]#[N:17])[C:13]([C:18]([F:21])([F:20])[F:19])=[CH:12][CH:11]=1)(C(C)(C)C)(C)C.Cl. The catalyst is C(OCC)(=O)C. The product is [OH:8][CH2:9][C:10]1[N:15]=[C:14]([C:16]#[N:17])[C:13]([C:18]([F:21])([F:19])[F:20])=[CH:12][CH:11]=1. The yield is 0.680. (2) The reactants are [CH3:1][N:2]([CH3:36])[CH2:3][CH2:4][O:5][C:6]1[CH:11]=[CH:10][C:9]([NH:12][C:13](=[O:35])/[C:14](/[C:25]2[CH:30]=[CH:29][C:28]([O:31]COC)=[CH:27][CH:26]=2)=[C:15](\[CH:22]2[CH2:24][CH2:23]2)/[C:16]2[CH:21]=[CH:20][CH:19]=[CH:18][CH:17]=2)=[CH:8][CH:7]=1.Cl.C([O-])(O)=O.[Na+]. The catalyst is CO.O1CCOCC1.O. The product is [CH3:36][N:2]([CH3:1])[CH2:3][CH2:4][O:5][C:6]1[CH:7]=[CH:8][C:9]([NH:12][C:13](=[O:35])/[C:14](/[C:25]2[CH:26]=[CH:27][C:28]([OH:31])=[CH:29][CH:30]=2)=[C:15](\[CH:22]2[CH2:24][CH2:23]2)/[C:16]2[CH:21]=[CH:20][CH:19]=[CH:18][CH:17]=2)=[CH:10][CH:11]=1. The yield is 0.880. (3) The reactants are [Li]CCCC.[S:6]1[CH:10]=[CH:9][CH:8]=[CH:7]1.C1C=CC(S(N(S(C2C=CC=CC=2)(=O)=O)[F:21])(=O)=O)=CC=1.[C:31]([O:35][C:36]([N:38]1[CH2:43][CH2:42][CH:41]([CH:44]=[O:45])[CH2:40][CH2:39]1)=[O:37])([CH3:34])([CH3:33])[CH3:32].[NH4+].[Cl-]. The catalyst is C1COCC1.CCOC(C)=O. The product is [C:31]([O:35][C:36]([N:38]1[CH2:43][CH2:42][CH:41]([CH:44]([C:7]2[S:6][C:10]([F:21])=[CH:9][CH:8]=2)[OH:45])[CH2:40][CH2:39]1)=[O:37])([CH3:34])([CH3:33])[CH3:32]. The yield is 0.790. (4) The reactants are [S:1]1[C:5]2[CH:6]=[CH:7][CH:8]=[CH:9][C:4]=2[N:3]=[C:2]1[NH2:10].[CH3:11][O:12][CH2:13][CH2:14][Br:15]. No catalyst specified. The product is [BrH:15].[CH3:11][O:12][CH2:13][CH2:14][N:3]1[C:4]2[CH:9]=[CH:8][CH:7]=[CH:6][C:5]=2[S:1][C:2]1=[NH:10]. The yield is 0.820. (5) The reactants are Cl[C:2]1[N:7]=[C:6]([C:8]2[N:12]3[CH:13]=[CH:14][CH:15]=[CH:16][C:11]3=[N:10][C:9]=2[C:17]2[CH:18]=[CH:19][C:20]([O:34][CH3:35])=[C:21]([CH:33]=2)[C:22]([NH:24][C:25]2[C:30]([F:31])=[CH:29][CH:28]=[CH:27][C:26]=2[F:32])=[O:23])[CH:5]=[CH:4][N:3]=1.[CH3:36][O:37][C:38]1[CH:44]=[C:43]([CH:45]2[CH2:50][CH2:49][N:48]([CH2:51][CH2:52][CH3:53])[CH2:47][CH2:46]2)[CH:42]=[CH:41][C:39]=1[NH2:40].C1(C)C=CC(S(O)(=O)=O)=CC=1.C[O-].[Na+]. The catalyst is C(Cl)Cl.CC(O)C. The product is [F:32][C:26]1[CH:27]=[CH:28][CH:29]=[C:30]([F:31])[C:25]=1[NH:24][C:22](=[O:23])[C:21]1[CH:33]=[C:17]([C:9]2[N:10]=[C:11]3[CH:16]=[CH:15][CH:14]=[CH:13][N:12]3[C:8]=2[C:6]2[CH:5]=[CH:4][N:3]=[C:2]([NH:40][C:39]3[CH:41]=[CH:42][C:43]([CH:45]4[CH2:46][CH2:47][N:48]([CH2:51][CH2:52][CH3:53])[CH2:49][CH2:50]4)=[CH:44][C:38]=3[O:37][CH3:36])[N:7]=2)[CH:18]=[CH:19][C:20]=1[O:34][CH3:35]. The yield is 0.680. (6) The reactants are [NH2:1]/[C:2](/[C:6]([CH3:9])([CH3:8])[CH3:7])=[CH:3]\[C:4]#[N:5].O.O.O.O.O.O.O.O.O.O.[S-2:20].[Na+].[Na+].C(OCC)(=O)C. The yield is 0.230. The product is [NH2:1]/[C:2](/[C:6]([CH3:9])([CH3:8])[CH3:7])=[CH:3]\[C:4](=[S:20])[NH2:5]. The catalyst is [Cl-].C([N+](CCCC)(CCCC)CCCC)CCC.C1C=CC=CC=1.O. (7) The product is [CH3:7][N:8]1[CH2:13][CH2:12][NH:11][C:10]2[N:15]=[C:16]([CH2:19][CH2:22][OH:23])[CH:17]=[CH:18][C:9]1=2. No catalyst specified. The yield is 0.910. The reactants are [H-].[H-].[H-].[H-].[Li+].[Al+3].[CH3:7][N:8]1[CH2:13][C:12](=O)[NH:11][C:10]2[N:15]=[C:16]([CH3:19])[CH:17]=[CH:18][C:9]1=2.C1C[O:23][CH2:22]C1. (8) The reactants are [CH2:1]([C:3]1[C:8](=[O:9])[NH:7][C:6]([CH3:10])=[C:5]([C:11]2[S:15][C:14]([C:16]([OH:18])=O)=[CH:13][CH:12]=2)[CH:4]=1)[CH3:2].[CH2:19]([N:26]1[CH2:31][CH2:30][NH:29][CH2:28][CH2:27]1)[C:20]1[CH:25]=[CH:24][CH:23]=[CH:22][CH:21]=1. No catalyst specified. The product is [CH2:19]([N:26]1[CH2:31][CH2:30][N:29]([C:16]([C:14]2[S:15][C:11]([C:5]3[CH:4]=[C:3]([CH2:1][CH3:2])[C:8](=[O:9])[NH:7][C:6]=3[CH3:10])=[CH:12][CH:13]=2)=[O:18])[CH2:28][CH2:27]1)[C:20]1[CH:21]=[CH:22][CH:23]=[CH:24][CH:25]=1. The yield is 0.600. (9) The reactants are [CH2:1]([CH:3]1[C:9]2[CH:10]=[C:11]([O:17][CH3:18])[C:12]([N+:14]([O-])=O)=[CH:13][C:8]=2[CH2:7][CH2:6][N:5]([CH2:19][CH3:20])[C:4]1=[O:21])[CH3:2].[H][H]. The catalyst is [Pd].CCO. The product is [NH2:14][C:12]1[C:11]([O:17][CH3:18])=[CH:10][C:9]2[CH:3]([CH2:1][CH3:2])[C:4](=[O:21])[N:5]([CH2:19][CH3:20])[CH2:6][CH2:7][C:8]=2[CH:13]=1. The yield is 0.930. (10) The reactants are [CH3:1][O:2][C:3]1[CH:4]=[C:5]2[C:10](=[CH:11][C:12]=1[O:13][CH3:14])[N:9]=[CH:8][N:7]=[C:6]2[O:15][C:16]1[CH:22]=[CH:21][C:19]([NH2:20])=[CH:18][CH:17]=1.ClC(Cl)(O[C:27](=[O:33])[O:28][C:29](Cl)(Cl)Cl)Cl.[CH3:35][O:36][C:37]1[CH:42]=[CH:41][CH:40]=[CH:39][C:38]=1CO.C(=O)(O)[O-].[Na+]. The catalyst is C(Cl)Cl.C(N(CC)CC)C.C1(C)C=CC=CC=1. The product is [CH3:1][O:2][C:3]1[CH:4]=[C:5]2[C:10](=[CH:11][C:12]=1[O:13][CH3:14])[N:9]=[CH:8][N:7]=[C:6]2[O:15][C:16]1[CH:22]=[CH:21][C:19]([NH:20][C:27](=[O:33])[O:28][CH2:29][C:38]2[CH:39]=[CH:40][CH:41]=[CH:42][C:37]=2[O:36][CH3:35])=[CH:18][CH:17]=1. The yield is 1.00.